Dataset: Catalyst prediction with 721,799 reactions and 888 catalyst types from USPTO. Task: Predict which catalyst facilitates the given reaction. (1) Product: [NH2:24][C@@H:20]1[CH2:21][CH2:22][CH2:23][N:18]([C:16]2[C:15]3[C:10](=[CH:11][C:12]([CH3:32])=[CH:13][CH:14]=3)[N:9]=[C:8]([C:3]3[CH:4]=[CH:5][CH:6]=[CH:7][C:2]=3[OH:1])[N:17]=2)[CH2:19]1. Reactant: [OH:1][C:2]1[CH:7]=[CH:6][CH:5]=[CH:4][C:3]=1[C:8]1[N:17]=[C:16]([N:18]2[CH2:23][CH2:22][CH2:21][C@@H:20]([NH:24]C(=O)OC(C)(C)C)[CH2:19]2)[C:15]2[C:10](=[CH:11][C:12]([CH3:32])=[CH:13][CH:14]=2)[N:9]=1.C(O)(C(F)(F)F)=O. The catalyst class is: 2. (2) Reactant: [N:1]1[CH:6]=[CH:5][CH:4]=[CH:3][C:2]=1[C:7]1[CH:11]=[CH:10][NH:9][N:8]=1.[H-].[Na+].[CH3:14]I. Product: [N:1]1[CH:6]=[CH:5][CH:4]=[CH:3][C:2]=1[C:7]1[CH:11]=[CH:10][N:9]([CH3:14])[N:8]=1. The catalyst class is: 1. (3) Product: [NH2:3][C:4]1[CH:5]=[CH:6][C:7]([C:10]([NH2:11])=[O:2])=[N:8][CH:9]=1. Reactant: C[OH:2].[NH2:3][C:4]1[CH:5]=[CH:6][C:7]([C:10]#[N:11])=[N:8][CH:9]=1. The catalyst class is: 6.